This data is from Full USPTO retrosynthesis dataset with 1.9M reactions from patents (1976-2016). The task is: Predict the reactants needed to synthesize the given product. (1) Given the product [CH:38]([N:36]([S:33]([N:6]([CH2:5][C:4]([OH:41])=[O:3])[CH2:7][C:8]1[CH:13]=[CH:12][CH:11]=[C:10]([O:14][CH2:15][CH2:16][C:17]2[N:18]=[C:19]([C:23]3[CH:24]=[CH:25][C:26]([C:29]([F:30])([F:31])[F:32])=[CH:27][CH:28]=3)[O:20][C:21]=2[CH3:22])[CH:9]=1)(=[O:34])=[O:35])[CH3:37])([CH3:40])[CH3:39], predict the reactants needed to synthesize it. The reactants are: C([O:3][C:4](=[O:41])[CH2:5][N:6]([S:33]([N:36]([CH:38]([CH3:40])[CH3:39])[CH3:37])(=[O:35])=[O:34])[CH2:7][C:8]1[CH:13]=[CH:12][CH:11]=[C:10]([O:14][CH2:15][CH2:16][C:17]2[N:18]=[C:19]([C:23]3[CH:28]=[CH:27][C:26]([C:29]([F:32])([F:31])[F:30])=[CH:25][CH:24]=3)[O:20][C:21]=2[CH3:22])[CH:9]=1)C.O.[OH-].[Li+]. (2) Given the product [CH3:34][S:35]([NH:3][CH2:4][CH2:5][NH:6][C:7]([C:9]1[CH:33]=[CH:32][C:12]2[N:13]([CH3:31])[C:14]([NH:16][C:17]3[S:18][C:19]4[CH:25]=[C:24]([O:26][C:27]([F:28])([F:29])[F:30])[CH:23]=[CH:22][C:20]=4[N:21]=3)=[N:15][C:11]=2[CH:10]=1)=[O:8])(=[O:37])=[O:36], predict the reactants needed to synthesize it. The reactants are: Cl.Cl.[NH2:3][CH2:4][CH2:5][NH:6][C:7]([C:9]1[CH:33]=[CH:32][C:12]2[N:13]([CH3:31])[C:14]([NH:16][C:17]3[S:18][C:19]4[CH:25]=[C:24]([O:26][C:27]([F:30])([F:29])[F:28])[CH:23]=[CH:22][C:20]=4[N:21]=3)=[N:15][C:11]=2[CH:10]=1)=[O:8].[CH3:34][S:35](Cl)(=[O:37])=[O:36].